From a dataset of Reaction yield outcomes from USPTO patents with 853,638 reactions. Predict the reaction yield, written as a fraction of the theoretical maximum amount of product (1.0 means a 100% yield; for example, 0.34 means a 34% yield). (1) The reactants are [CH3:1][O:2][C:3]1[CH:8]=[CH:7][C:6]([CH2:9][N:10]2[C:14]3([C:18]4[CH:19]=[N:20][CH:21]=[CH:22][CH:23]=4)[CH2:15][NH:16][CH2:17][CH:13]3[CH2:12][O:11]2)=[CH:5][CH:4]=1.Cl[C:25]1[N:30]=[CH:29][C:28]([F:31])=[CH:27][N:26]=1.C(N(C(C)C)CC)(C)C. The catalyst is O1CCOCC1. The product is [F:31][C:28]1[CH:27]=[N:26][C:25]([N:16]2[CH2:17][CH:13]3[C:14]([C:18]4[CH:19]=[N:20][CH:21]=[CH:22][CH:23]=4)([N:10]([CH2:9][C:6]4[CH:5]=[CH:4][C:3]([O:2][CH3:1])=[CH:8][CH:7]=4)[O:11][CH2:12]3)[CH2:15]2)=[N:30][CH:29]=1. The yield is 0.540. (2) The reactants are [CH3:1][NH:2][C@@H:3]1[C:12]2[N:11]=[CH:10][CH:9]=[CH:8][C:7]=2[CH2:6][CH2:5][CH2:4]1.Cl[CH2:14][C:15]1[N:19]([CH2:20][C@H:21]2[CH2:26][CH2:25][CH2:24][N:23]([C:27]([O:29][C:30]([CH3:33])([CH3:32])[CH3:31])=[O:28])[CH2:22]2)[C:18]2[CH:34]=[CH:35][CH:36]=[CH:37][C:17]=2[N:16]=1.[I-].[K+].C(N(CC)C(C)C)(C)C. The catalyst is C(#N)C. The product is [CH3:1][N:2]([CH2:14][C:15]1[N:19]([CH2:20][C@H:21]2[CH2:26][CH2:25][CH2:24][N:23]([C:27]([O:29][C:30]([CH3:33])([CH3:31])[CH3:32])=[O:28])[CH2:22]2)[C:18]2[CH:34]=[CH:35][CH:36]=[CH:37][C:17]=2[N:16]=1)[C@@H:3]1[C:12]2[N:11]=[CH:10][CH:9]=[CH:8][C:7]=2[CH2:6][CH2:5][CH2:4]1. The yield is 0.890.